This data is from Full USPTO retrosynthesis dataset with 1.9M reactions from patents (1976-2016). The task is: Predict the reactants needed to synthesize the given product. (1) Given the product [CH3:1][O:2][C:3]([CH2:4][O:5][CH2:6][CH:7]1[CH2:8][CH2:9][N:10]([CH2:15][C:16]2[CH:17]=[CH:18][C:19]([CH2:20][N:21]3[C:29](=[O:30])[NH:28][C:27]4[C:22]3=[N:23][C:24]([O:32][CH2:33][CH2:34][O:35][CH3:36])=[N:25][C:26]=4[NH2:31])=[CH:37][CH:38]=2)[CH2:11][CH2:12]1)=[O:13], predict the reactants needed to synthesize it. The reactants are: [CH3:1][O:2][C:3](=[O:13])[CH2:4][O:5][CH2:6][CH:7]1[CH2:12][CH2:11][NH:10][CH2:9][CH2:8]1.Cl[CH2:15][C:16]1[CH:38]=[CH:37][C:19]([CH2:20][N:21]2[C:29](=[O:30])[NH:28][C:27]3[C:22]2=[N:23][C:24]([O:32][CH2:33][CH2:34][O:35][CH3:36])=[N:25][C:26]=3[NH2:31])=[CH:18][CH:17]=1. (2) Given the product [CH3:1][N:2]1[CH2:7][CH2:6][N:5]([CH2:8][C:9]#[C:10][CH2:11][N:12]2[CH:16]=[C:15]([C:17]3[NH:25][C:24]4[C:23](=[O:34])[N:22]([CH2:35][CH2:36][CH3:37])[C:21](=[O:38])[N:20]([CH2:39][CH2:40][CH3:41])[C:19]=4[N:18]=3)[CH:14]=[N:13]2)[CH2:4][CH2:3]1, predict the reactants needed to synthesize it. The reactants are: [CH3:1][N:2]1[CH2:7][CH2:6][N:5]([CH2:8][C:9]#[C:10][CH2:11][N:12]2[CH:16]=[C:15]([C:17]3[N:25](COCC[Si](C)(C)C)[C:24]4[C:23](=[O:34])[N:22]([CH2:35][CH2:36][CH3:37])[C:21](=[O:38])[N:20]([CH2:39][CH2:40][CH3:41])[C:19]=4[N:18]=3)[CH:14]=[N:13]2)[CH2:4][CH2:3]1.Cl. (3) Given the product [OH:29][CH:3]([CH2:4][O:5][C:6]1[C:11]([CH3:12])=[CH:10][C:9]([CH2:13][CH2:14][C:15]([C:17]2[S:18][C:19]([CH3:27])=[C:20]([CH2:23][CH:24]([CH3:26])[CH3:25])[C:21]=2[CH3:22])=[O:16])=[CH:8][C:7]=1[CH3:28])[CH2:2][NH:1][S:40]([CH3:39])(=[O:42])=[O:41], predict the reactants needed to synthesize it. The reactants are: [NH2:1][CH2:2][CH:3]([OH:29])[CH2:4][O:5][C:6]1[C:11]([CH3:12])=[CH:10][C:9]([CH2:13][CH2:14][C:15]([C:17]2[S:18][C:19]([CH3:27])=[C:20]([CH2:23][CH:24]([CH3:26])[CH3:25])[C:21]=2[CH3:22])=[O:16])=[CH:8][C:7]=1[CH3:28].CCN(C(C)C)C(C)C.[CH3:39][S:40](Cl)(=[O:42])=[O:41]. (4) The reactants are: [OH-].[Na+].[Cl:3][C:4]1[C:9]([O:10]C(OC)=O)=[CH:8][C:7]([N+:15]([O-:17])=[O:16])=[C:6]([F:18])[CH:5]=1.Cl. Given the product [Cl:3][C:4]1[C:9]([OH:10])=[CH:8][C:7]([N+:15]([O-:17])=[O:16])=[C:6]([F:18])[CH:5]=1, predict the reactants needed to synthesize it. (5) Given the product [Cl:1][C:2]1[N:3]=[CH:4][C:5]([C:8](=[O:10])[CH2:12][C:11]([O:17][CH2:18][CH3:19])=[O:16])=[N:6][CH:7]=1, predict the reactants needed to synthesize it. The reactants are: [Cl:1][C:2]1[N:3]=[CH:4][C:5]([C:8]([OH:10])=O)=[N:6][CH:7]=1.[C:11]([O:17][CH2:18][CH3:19])(=[O:16])[CH2:12]C(O)=O.C[Mg]Br.C(N(CC)CC)C. (6) Given the product [C:19]1([CH3:22])[CH:20]=[CH:21][C:16]([O:15][C:13](=[O:14])[NH:11][N:2]2[CH2:3][CH2:4][C:5]3[C:10](=[CH:9][CH:8]=[CH:7][CH:6]=3)[CH2:1]2)=[CH:17][CH:18]=1, predict the reactants needed to synthesize it. The reactants are: [CH2:1]1[C:10]2[C:5](=[CH:6][CH:7]=[CH:8][CH:9]=2)[CH2:4][CH2:3][N:2]1[NH2:11].Cl[C:13]([O:15][C:16]1[CH:21]=[CH:20][C:19]([CH3:22])=[CH:18][CH:17]=1)=[O:14].N1C=CC=CC=1.ClCCl. (7) Given the product [F:31][C:29]([F:30])([F:32])[C:28]([NH:27][CH2:26][C:25]1[CH:34]=[CH:35][C:36]([F:37])=[C:23]([CH:20]2[CH2:21][CH2:22][N:17]([C:15]([C:4]3[C:3]4[C:7](=[CH:8][CH:9]=[CH:10][C:2]=4[C:43]4[N:39]([CH3:38])[N:40]=[CH:41][CH:42]=4)[N:6]([CH2:11][CH2:12][O:13][CH3:14])[CH:5]=3)=[O:16])[CH2:18][CH2:19]2)[CH:24]=1)=[O:33], predict the reactants needed to synthesize it. The reactants are: Br[C:2]1[CH:10]=[CH:9][CH:8]=[C:7]2[C:3]=1[C:4]([C:15]([N:17]1[CH2:22][CH2:21][CH:20]([C:23]3[CH:24]=[C:25]([CH:34]=[CH:35][C:36]=3[F:37])[CH2:26][NH:27][C:28](=[O:33])[C:29]([F:32])([F:31])[F:30])[CH2:19][CH2:18]1)=[O:16])=[CH:5][N:6]2[CH2:11][CH2:12][O:13][CH3:14].[CH3:38][N:39]1[C:43](B(O)O)=[CH:42][CH:41]=[N:40]1.C(=O)([O-])[O-].[Cs+].[Cs+].C(Cl)Cl.